From a dataset of Full USPTO retrosynthesis dataset with 1.9M reactions from patents (1976-2016). Predict the reactants needed to synthesize the given product. The reactants are: [CH2:1]([O:4][C:5]1[CH:26]=[C:25]([O:27][CH2:28][CH:29]=[CH2:30])[C:24]([CH2:31][C:32]#[C:33][CH3:34])=[CH:23][C:6]=1[C:7]([NH:9][C:10]1[CH:15]=[CH:14][C:13]([CH2:16][N:17]2[CH2:22][CH2:21][O:20][CH2:19][CH2:18]2)=[CH:12][CH:11]=1)=O)[CH:2]=[CH2:3].COC1C=CC(P2(SP(C3C=CC(OC)=CC=3)(=S)S2)=[S:44])=CC=1.C(=O)([O-])[O-].[Na+].[Na+]. Given the product [CH2:1]([O:4][C:5]1[CH:26]=[C:25]([O:27][CH2:28][CH:29]=[CH2:30])[C:24]([CH2:31][C:32]#[C:33][CH3:34])=[CH:23][C:6]=1[C:7]([NH:9][C:10]1[CH:15]=[CH:14][C:13]([CH2:16][N:17]2[CH2:22][CH2:21][O:20][CH2:19][CH2:18]2)=[CH:12][CH:11]=1)=[S:44])[CH:2]=[CH2:3], predict the reactants needed to synthesize it.